This data is from NCI-60 drug combinations with 297,098 pairs across 59 cell lines. The task is: Regression. Given two drug SMILES strings and cell line genomic features, predict the synergy score measuring deviation from expected non-interaction effect. (1) Drug 1: C1CCC(CC1)NC(=O)N(CCCl)N=O. Drug 2: C1CNP(=O)(OC1)N(CCCl)CCCl. Cell line: IGROV1. Synergy scores: CSS=34.6, Synergy_ZIP=2.55, Synergy_Bliss=8.90, Synergy_Loewe=-12.3, Synergy_HSA=6.78. (2) Drug 2: C(CC(=O)O)C(=O)CN.Cl. Drug 1: CN1CCC(CC1)COC2=C(C=C3C(=C2)N=CN=C3NC4=C(C=C(C=C4)Br)F)OC. Cell line: NCIH23. Synergy scores: CSS=8.27, Synergy_ZIP=-5.35, Synergy_Bliss=-6.42, Synergy_Loewe=-5.76, Synergy_HSA=-5.56. (3) Drug 1: CN1C(=O)N2C=NC(=C2N=N1)C(=O)N. Drug 2: COC1=C2C(=CC3=C1OC=C3)C=CC(=O)O2. Cell line: MALME-3M. Synergy scores: CSS=-3.88, Synergy_ZIP=1.84, Synergy_Bliss=-3.01, Synergy_Loewe=-3.39, Synergy_HSA=-6.56. (4) Drug 2: CC(C)CN1C=NC2=C1C3=CC=CC=C3N=C2N. Cell line: RPMI-8226. Synergy scores: CSS=26.7, Synergy_ZIP=-4.70, Synergy_Bliss=3.66, Synergy_Loewe=-1.43, Synergy_HSA=-2.26. Drug 1: C1=CC(=CC=C1CC(C(=O)O)N)N(CCCl)CCCl.Cl. (5) Cell line: NCI/ADR-RES. Drug 1: C(CN)CNCCSP(=O)(O)O. Drug 2: N.N.Cl[Pt+2]Cl. Synergy scores: CSS=34.8, Synergy_ZIP=-10.3, Synergy_Bliss=-3.59, Synergy_Loewe=-37.2, Synergy_HSA=-3.75. (6) Drug 1: CC(C)(C#N)C1=CC(=CC(=C1)CN2C=NC=N2)C(C)(C)C#N. Drug 2: CC(C)CN1C=NC2=C1C3=CC=CC=C3N=C2N. Cell line: NCI/ADR-RES. Synergy scores: CSS=3.69, Synergy_ZIP=-3.35, Synergy_Bliss=-5.41, Synergy_Loewe=-2.55, Synergy_HSA=-2.45. (7) Drug 1: CC1CCC2CC(C(=CC=CC=CC(CC(C(=O)C(C(C(=CC(C(=O)CC(OC(=O)C3CCCCN3C(=O)C(=O)C1(O2)O)C(C)CC4CCC(C(C4)OC)O)C)C)O)OC)C)C)C)OC. Drug 2: C1CNP(=O)(OC1)N(CCCl)CCCl. Cell line: MCF7. Synergy scores: CSS=27.8, Synergy_ZIP=-6.55, Synergy_Bliss=0.884, Synergy_Loewe=-22.6, Synergy_HSA=1.08.